This data is from Full USPTO retrosynthesis dataset with 1.9M reactions from patents (1976-2016). The task is: Predict the reactants needed to synthesize the given product. (1) Given the product [CH2:1]([CH:3]([C:6]1[C:10]([CH2:49][CH2:48][CH:47]=[O:50])=[CH:9][N:8]([C:12]2[CH:17]=[CH:16][C:15]([C:18]([F:21])([F:20])[F:19])=[CH:14][N:13]=2)[N:7]=1)[CH2:4][CH3:5])[CH3:2], predict the reactants needed to synthesize it. The reactants are: [CH2:1]([CH:3]([C:6]1[C:10](I)=[CH:9][N:8]([C:12]2[CH:17]=[CH:16][C:15]([C:18]([F:21])([F:20])[F:19])=[CH:14][N:13]=2)[N:7]=1)[CH2:4][CH3:5])[CH3:2].C1(P(C2C=CC=CC=2)C2C=CC=CC=2)C=CC=CC=1.C(=O)([O-])[O-].[Na+].[Na+].[CH2:47]([OH:50])[CH:48]=[CH2:49]. (2) The reactants are: [CH3:1][C@H:2]1[CH2:7][C@@H:6]([OH:8])[C@H:5]([CH:9]([CH3:11])[CH3:10])[CH2:4][CH2:3]1.N1C=CC=CC=1.Cl[C:19]([O:21][CH2:22][Cl:23])=[O:20]. Given the product [C:19](=[O:20])([O:21][CH2:22][Cl:23])[O:8][C@@H:6]1[CH2:7][C@H:2]([CH3:1])[CH2:3][CH2:4][C@H:5]1[CH:9]([CH3:11])[CH3:10], predict the reactants needed to synthesize it.